This data is from Catalyst prediction with 721,799 reactions and 888 catalyst types from USPTO. The task is: Predict which catalyst facilitates the given reaction. (1) Reactant: [CH:1]1[C:10]2[C:5](=[CH:6][CH:7]=[CH:8][CH:9]=2)[CH:4]=[CH:3][C:2]=1[O:11][CH2:12][CH2:13][OH:14].[C:15](O)(=[O:18])[CH:16]=[CH2:17].C1(C)C=CC(S(O)(=O)=O)=CC=1.COC1C=CC(O)=CC=1. Product: [C:15]([O:14][CH2:13][CH2:12][O:11][C:2]1[CH:3]=[CH:4][C:5]2[C:10](=[CH:9][CH:8]=[CH:7][CH:6]=2)[CH:1]=1)(=[O:18])[CH:16]=[CH2:17]. The catalyst class is: 11. (2) Reactant: [Cl:1][C:2]1[CH:7]=[CH:6][C:5]([CH:8]([C:13]([C:15]2[CH:20]=[CH:19][CH:18]=[CH:17][C:16]=2F)=O)[CH2:9][CH2:10][C:11]#[N:12])=[C:4]([F:22])[CH:3]=1.C(O)(=O)C(O)=O.[CH2:29]([NH:31][NH2:32])[CH3:30]. Product: [Cl:1][C:2]1[CH:7]=[CH:6][C:5]([CH:8]([C:13]2[C:15]3[C:16](=[CH:17][CH:18]=[CH:19][CH:20]=3)[N:31]([CH2:29][CH3:30])[N:32]=2)[CH2:9][CH2:10][C:11]#[N:12])=[C:4]([F:22])[CH:3]=1. The catalyst class is: 17. (3) Product: [CH:28]1([CH2:34][CH2:35][CH2:36][CH2:37][O:38][C:39](=[O:40])[NH:17][C@H:16]2[C:15](=[O:18])[NH:14][C@H:13]2[CH3:12])[CH2:33][CH2:32][CH2:31][CH2:30][CH2:29]1. The catalyst class is: 2. Reactant: C1(C)C=CC(S([O-])(=O)=O)=CC=1.[CH3:12][C@H:13]1[C@@H:16]([NH3+:17])[C:15](=[O:18])[NH:14]1.CCN(C(C)C)C(C)C.[CH:28]1([CH2:34][CH2:35][CH2:36][CH2:37][O:38][C:39](N2C=CC=CC2=O)=[O:40])[CH2:33][CH2:32][CH2:31][CH2:30][CH2:29]1. (4) Reactant: [Li+].[CH3:2][Si]([N-][Si](C)(C)C)(C)C.[CH3:11][O:12][C:13](=[O:32])[CH2:14][C:15]1[CH:20]=[CH:19][C:18]([O:21][Si:22]([CH:29]([CH3:31])[CH3:30])([CH:26]([CH3:28])[CH3:27])[CH:23]([CH3:25])[CH3:24])=[CH:17][CH:16]=1.Br[C:34]1[C:35](C)=[C:36]2[C:41](=[O:42])[NH:40][C:38](=[O:39])[C:37]2=[CH:43][CH:44]=1. Product: [O:42]=[C:41]1[C:36]2[C:37](=[CH:43][CH:44]=[CH:34][CH:35]=2)[C:38](=[O:39])[N:40]1[CH2:2][CH:14]([C:15]1[CH:20]=[CH:19][C:18]([O:21][Si:22]([CH:26]([CH3:28])[CH3:27])([CH:23]([CH3:25])[CH3:24])[CH:29]([CH3:31])[CH3:30])=[CH:17][CH:16]=1)[C:13]([O:12][CH3:11])=[O:32]. The catalyst class is: 1. (5) Reactant: [CH:1]#[C:2][C:3]1[CH:8]=[CH:7][C:6]([OH:9])=[CH:5][CH:4]=1.[CH:10](Cl)([CH3:12])[CH3:11].C(N(CC)CC)C.O. Product: [OH:9][C:6]1[CH:7]=[CH:8][C:3]([CH:2]=[CH2:1])=[CH:4][CH:5]=1.[CH:10]([O:9][C:6]1[CH:7]=[CH:8][C:3]([CH:2]=[CH2:1])=[CH:4][CH:5]=1)([CH3:12])[CH3:11]. The catalyst class is: 21. (6) Reactant: [Na].[CH3:2][SH:3].[Cl:4][C:5]1[CH:10]=[N:9][CH:8]=[C:7](Cl)[N:6]=1.C([O-])([O-])=O.[K+].[K+].CN(C=O)C. Product: [Cl:4][C:5]1[CH:10]=[N:9][CH:8]=[C:7]([S:3][CH3:2])[N:6]=1. The catalyst class is: 6. (7) Reactant: C([N:3]([CH2:6]C)CC)C.[C:8]([OH:12])([CH3:11])([CH3:10])[CH3:9].C1C=CC(P(N=[N+]=[N-])(C2C=CC=CC=2)=[O:20])=CC=1.[F:30][C:31]1[C:32]([N:40]2[N:44]=[CH:43][CH:42]=[N:41]2)=[N:33][CH:34]=[C:35]([CH:39]=1)C(O)=O. Product: [F:30][C:31]1[CH:39]=[C:35]([NH:3][C:6](=[O:20])[O:12][C:8]([CH3:11])([CH3:10])[CH3:9])[CH:34]=[N:33][C:32]=1[N:40]1[N:41]=[CH:42][CH:43]=[N:44]1. The catalyst class is: 11. (8) Reactant: [Br:1][C:2]1[CH:3]=[N:4][C:5](Cl)=[N:6][CH:7]=1.CC[N:11]([CH:15]([CH3:17])[CH3:16])C(C)C.C1(N)CC1. Product: [Br:1][C:2]1[CH:3]=[N:4][C:5]([NH:11][CH:15]2[CH2:17][CH2:16]2)=[N:6][CH:7]=1. The catalyst class is: 41. (9) Reactant: [NH2:1][C:2]1[CH:16]=[CH:15][C:5]([CH2:6][NH:7][C:8](=[O:14])[O:9][C:10]([CH3:13])([CH3:12])[CH3:11])=[CH:4][CH:3]=1.N1C=CC=CC=1.Cl[C:24](=[O:35])[CH2:25][CH2:26][CH2:27][CH2:28][CH2:29][CH2:30][C:31]([O:33][CH3:34])=[O:32]. Product: [CH3:34][O:33][C:31](=[O:32])[CH2:30][CH2:29][CH2:28][CH2:27][CH2:26][CH2:25][C:24]([NH:1][C:2]1[CH:16]=[CH:15][C:5]([CH2:6][NH:7][C:8]([O:9][C:10]([CH3:12])([CH3:13])[CH3:11])=[O:14])=[CH:4][CH:3]=1)=[O:35]. The catalyst class is: 124.